Dataset: Forward reaction prediction with 1.9M reactions from USPTO patents (1976-2016). Task: Predict the product of the given reaction. (1) Given the reactants [CH2:1]([O:8][C:9]1[CH:10]=[C:11]([CH2:15][CH2:16][CH2:17][CH2:18][CH2:19][CH2:20][CH2:21][S:22](Cl)(=[O:24])=[O:23])[CH:12]=[CH:13][CH:14]=1)[C:2]1[CH:7]=[CH:6][CH:5]=[CH:4][CH:3]=1.[NH4+].[F-:27], predict the reaction product. The product is: [CH2:1]([O:8][C:9]1[CH:10]=[C:11]([CH2:15][CH2:16][CH2:17][CH2:18][CH2:19][CH2:20][CH2:21][S:22]([F:27])(=[O:24])=[O:23])[CH:12]=[CH:13][CH:14]=1)[C:2]1[CH:7]=[CH:6][CH:5]=[CH:4][CH:3]=1. (2) Given the reactants [C:1]1([C:7]2[CH:8]=[C:9]3[C:13](=[CH:14][CH:15]=2)[NH:12][C:11](=[O:16])[CH2:10]3)[CH:6]=[CH:5][CH:4]=[CH:3][CH:2]=1.CN([CH:20]=[O:21])C, predict the reaction product. The product is: [C:1]([O:21][CH:20]=[C:10]1[C:9]2[C:13](=[CH:14][CH:15]=[C:7]([C:1]3[CH:2]=[CH:3][CH:4]=[CH:5][CH:6]=3)[CH:8]=2)[NH:12][C:11]1=[O:16])([CH3:7])([CH3:6])[CH3:2]. (3) Given the reactants [C:1]([OH:9])(=O)/[C:2](=[C:4](\[CH:6]=[O:7])/[Cl:5])/[Cl:3].[C:10]([CH2:12][C:13]([NH2:15])=[O:14])#[N:11].[OH-].[Na+].Cl, predict the reaction product. The product is: [C:10]([CH:12]([CH:1]1[C:2]([Cl:3])=[C:4]([Cl:5])[C:6](=[O:7])[O:9]1)[C:13]([NH2:15])=[O:14])#[N:11]. (4) Given the reactants C[Si]([C:5]#[C:6][C:7]1[CH:8]=[C:9]([CH:14]=[CH:15][N:16]=1)[C:10]([O:12][CH3:13])=[O:11])(C)C.CCCC[N+](CCCC)(CCCC)CCCC.[F-], predict the reaction product. The product is: [C:6]([C:7]1[CH:8]=[C:9]([CH:14]=[CH:15][N:16]=1)[C:10]([O:12][CH3:13])=[O:11])#[CH:5]. (5) Given the reactants Cl[C:2]1[C:10]([N+:11]([O-:13])=[O:12])=[CH:9][CH:8]=[CH:7][C:3]=1[C:4]([OH:6])=[O:5].[CH2:14]([CH2:16][NH2:17])[OH:15], predict the reaction product. The product is: [OH:15][CH2:14][CH2:16][NH:17][C:2]1[C:10]([N+:11]([O-:13])=[O:12])=[CH:9][CH:8]=[CH:7][C:3]=1[C:4]([OH:6])=[O:5]. (6) The product is: [CH3:25][CH:22]1[CH2:23][CH2:24][N:19]([CH2:18][CH2:17][O:16][C:13]2[CH:14]=[CH:15][C:10]([C:9]#[C:8][C:5]3[N:6]=[CH:7][C:2]([C:31]4[CH:32]=[CH:33][C:28]([CH:26]=[O:27])=[CH:29][CH:30]=4)=[CH:3][CH:4]=3)=[CH:11][CH:12]=2)[CH2:20][CH2:21]1. Given the reactants Br[C:2]1[CH:3]=[CH:4][C:5]([C:8]#[C:9][C:10]2[CH:15]=[CH:14][C:13]([O:16][CH2:17][CH2:18][N:19]3[CH2:24][CH2:23][CH:22]([CH3:25])[CH2:21][CH2:20]3)=[CH:12][CH:11]=2)=[N:6][CH:7]=1.[CH:26]([C:28]1[CH:33]=[CH:32][C:31](OB(O)O)=[CH:30][CH:29]=1)=[O:27], predict the reaction product. (7) Given the reactants [NH2:1][CH2:2][C:3]1[C:8]([CH2:9][CH3:10])=[N:7][C:6]2[N:11]([CH2:14][CH3:15])[N:12]=[CH:13][C:5]=2[C:4]=1[NH:16][CH:17]1[CH2:22][CH2:21][O:20][CH2:19][CH2:18]1.Cl[S:24]([C:27]1[CH:28]=[C:29]([CH:33]=[CH:34][CH:35]=1)[C:30]([OH:32])=O)(=[O:26])=[O:25].C(N(C(C)C)CC)(C)C.C1CN([P+](ON2N=NC3C=CC=CC2=3)(N2CCCC2)N2CCCC2)CC1.F[P-](F)(F)(F)(F)F.[NH2:78][CH2:79][C:80]1[CH:81]=[CH:82][C:83]([F:107])=[C:84]([C:86]2[CH:91]=[CH:90][CH:89]=[C:88]([CH2:92][N:93]3[CH2:98][CH2:97][N:96](C(OC(C)(C)C)=O)[C@@H:95]([CH3:106])[CH2:94]3)[CH:87]=2)[CH:85]=1, predict the reaction product. The product is: [CH2:14]([N:11]1[C:6]2=[N:7][C:8]([CH2:9][CH3:10])=[C:3]([CH2:2][NH:1][S:24]([C:27]3[CH:28]=[C:29]([CH:33]=[CH:34][CH:35]=3)[C:30]([NH:78][CH2:79][C:80]3[CH:85]=[C:84]([C:86]4[CH:91]=[CH:90][CH:89]=[C:88]([CH2:92][N:93]5[CH2:98][CH2:97][NH:96][C@@H:95]([CH3:106])[CH2:94]5)[CH:87]=4)[C:83]([F:107])=[CH:82][CH:81]=3)=[O:32])(=[O:25])=[O:26])[C:4]([NH:16][CH:17]3[CH2:18][CH2:19][O:20][CH2:21][CH2:22]3)=[C:5]2[CH:13]=[N:12]1)[CH3:15]. (8) Given the reactants [NH2:1][C:2]1[CH:3]=[CH:4][C:5]2[O:11][CH2:10][CH2:9][CH2:8][N:7]([C:12](=[O:14])[CH3:13])[C:6]=2[CH:15]=1.CN[C:18]([C:20]1[S:21][CH:22]=[CH:23][C:24]=1[NH:25][C:26]1[C:31]([Cl:32])=[CH:30][N:29]=[C:28](Cl)[N:27]=1)=[O:19].C12(CS(O)(=O)=O)C(C)(C)C(CC1)CC2=[O:36], predict the reaction product. The product is: [C:12]([N:7]1[C:6]2[CH:15]=[C:2]([NH:1][C:28]3[N:27]=[C:26]([NH:25][C:24]4[CH:23]=[CH:22][S:21][C:20]=4[C:18]([OH:19])=[O:36])[C:31]([Cl:32])=[CH:30][N:29]=3)[CH:3]=[CH:4][C:5]=2[O:11][CH2:10][CH2:9][CH2:8]1)(=[O:14])[CH3:13].